From a dataset of hERG Central: cardiac toxicity at 1µM, 10µM, and general inhibition. Predict hERG channel inhibition at various concentrations. The molecule is O=C(CSc1ccc2nnc(-c3ccccc3)n2n1)N1CCCc2ccccc21. Results: hERG_inhib (hERG inhibition (general)): blocker.